Dataset: Full USPTO retrosynthesis dataset with 1.9M reactions from patents (1976-2016). Task: Predict the reactants needed to synthesize the given product. (1) The reactants are: [Br:1][C:2]1[CH:7]=[CH:6][N:5]=[C:4](Cl)[CH:3]=1.[CH3:9][O-:10].[Na+].C1(C)C=CC=CC=1. Given the product [Br:1][C:2]1[CH:7]=[CH:6][N:5]=[C:4]([O:10][CH3:9])[CH:3]=1, predict the reactants needed to synthesize it. (2) Given the product [C:1]([C:5]1[CH:10]=[CH:9][C:8]([N:11]2[C:15](=[O:16])[C:14]([CH3:18])([CH3:17])[N:13]([CH2:19][C:20]3[CH:25]=[CH:24][N:23]=[C:22]([NH:28][C:27]([NH:36][CH:31]4[CH2:35][CH2:34][CH2:33][CH2:32]4)=[O:26])[CH:21]=3)[C:12]2=[O:30])=[CH:7][CH:6]=1)([CH3:4])([CH3:3])[CH3:2], predict the reactants needed to synthesize it. The reactants are: [C:1]([C:5]1[CH:10]=[CH:9][C:8]([N:11]2[C:15](=[O:16])[C:14]([CH3:18])([CH3:17])[N:13]([CH2:19][C:20]3[CH:25]=[CH:24][N:23]4[O:26][C:27](=S)[N:28]=[C:22]4[CH:21]=3)[C:12]2=[O:30])=[CH:7][CH:6]=1)([CH3:4])([CH3:3])[CH3:2].[CH:31]1([NH2:36])[CH2:35][CH2:34][CH2:33][CH2:32]1.